This data is from Forward reaction prediction with 1.9M reactions from USPTO patents (1976-2016). The task is: Predict the product of the given reaction. (1) The product is: [O:1]1[CH:5]=[CH:4][C:3]([C:6]2[CH:7]=[C:8]([C:12]([NH:14][C:15]3[S:16][C:17]([CH3:33])=[C:18]([C:27]4[CH:28]=[CH:29][CH:30]=[CH:31][CH:32]=4)[C:19]=3[C:20]([OH:22])=[O:21])=[O:13])[CH:9]=[CH:10][CH:11]=2)=[CH:2]1. Given the reactants [O:1]1[CH:5]=[CH:4][C:3]([C:6]2[CH:7]=[C:8]([C:12]([NH:14][C:15]3[S:16][C:17]([CH3:33])=[C:18]([C:27]4[CH:32]=[CH:31][CH:30]=[CH:29][CH:28]=4)[C:19]=3[C:20]([O:22]C(C)(C)C)=[O:21])=[O:13])[CH:9]=[CH:10][CH:11]=2)=[CH:2]1.FC(F)(F)C(O)=O.CCCCCC, predict the reaction product. (2) Given the reactants [O:1]1[C:6]2[CH:7]=[CH:8][CH:9]=[CH:10][C:5]=2[N:4]([CH2:11][CH2:12][O:13][C:14]2[CH:19]=[CH:18][C:17]([CH2:20][CH:21]([O:26][CH2:27][CH3:28])[C:22]([O:24]C)=[O:23])=[CH:16][CH:15]=2)[CH2:3][CH2:2]1.[OH-].[Na+], predict the reaction product. The product is: [O:1]1[C:6]2[CH:7]=[CH:8][CH:9]=[CH:10][C:5]=2[N:4]([CH2:11][CH2:12][O:13][C:14]2[CH:15]=[CH:16][C:17]([CH2:20][CH:21]([O:26][CH2:27][CH3:28])[C:22]([OH:24])=[O:23])=[CH:18][CH:19]=2)[CH2:3][CH2:2]1. (3) The product is: [NH2:8][CH2:9][C@@H:10]([NH:18][C:19](=[O:25])[O:20][C:21]([CH3:23])([CH3:22])[CH3:24])[CH2:11][CH:12]1[CH2:17][CH2:16][CH2:15][CH2:14][CH2:13]1. Given the reactants C[Si](C)(C)CCOC([NH:8][CH2:9][C@@H:10]([NH:18][C:19](=[O:25])[O:20][C:21]([CH3:24])([CH3:23])[CH3:22])[CH2:11][CH:12]1[CH2:17][CH2:16][CH2:15][CH2:14][CH2:13]1)=O.[N+](CC)(CC)(CC)CC.[F-], predict the reaction product. (4) Given the reactants [NH:1]1[CH:5]=[C:4]([CH2:6][C:7]([OH:9])=O)[N:3]=[CH:2]1.[CH:10]1([O:14][C:15]2[CH:16]=[C:17]([N:23]3[CH2:28][CH2:27][NH:26][C@@H:25]([CH2:29][CH:30]([CH3:32])[CH3:31])[CH2:24]3)[CH:18]=[CH:19][C:20]=2[O:21][CH3:22])[CH2:13][CH2:12][CH2:11]1, predict the reaction product. The product is: [CH:10]1([O:14][C:15]2[CH:16]=[C:17]([N:23]3[CH2:28][CH2:27][N:26]([C:7](=[O:9])[CH2:6][C:4]4[N:3]=[CH:2][NH:1][CH:5]=4)[C@@H:25]([CH2:29][CH:30]([CH3:32])[CH3:31])[CH2:24]3)[CH:18]=[CH:19][C:20]=2[O:21][CH3:22])[CH2:11][CH2:12][CH2:13]1. (5) Given the reactants [Cl:1][C:2]1[CH:16]=[CH:15][C:5]([CH2:6][NH:7][C:8](=[O:14])[O:9][C:10]([CH3:13])([CH3:12])[CH3:11])=[CH:4][C:3]=1[N:17]=[C:18]=S.[NH2:20][C:21]1[CH:22]=[C:23]([CH:28]=[CH:29][C:30]=1[NH:31][CH3:32])[C:24]([O:26][CH3:27])=[O:25], predict the reaction product. The product is: [C:10]([O:9][C:8]([NH:7][CH2:6][C:5]1[CH:15]=[CH:16][C:2]([Cl:1])=[C:3]([NH:17][C:18]2[N:31]([CH3:32])[C:30]3[CH:29]=[CH:28][C:23]([C:24]([O:26][CH3:27])=[O:25])=[CH:22][C:21]=3[N:20]=2)[CH:4]=1)=[O:14])([CH3:13])([CH3:12])[CH3:11]. (6) The product is: [Cl:8][C:9]1[C:14]([O:15][CH2:5][O:6][CH3:7])=[CH:13][CH:12]=[CH:11][N:10]=1. Given the reactants [H-].[Na+].C1[CH2:7][O:6][CH2:5]C1.[Cl:8][C:9]1[C:14]([OH:15])=[CH:13][CH:12]=[CH:11][N:10]=1.COCCl, predict the reaction product. (7) Given the reactants Cl.[CH:2]1([CH2:5][O:6][C:7]2[CH:12]=[C:11]([O:13][CH3:14])[C:10]([F:15])=[CH:9][C:8]=2[C:16]2[C:17]3[NH:25][C:24]([CH3:26])=[C:23]([C:27]([NH:29][CH:30]4[CH2:35][CH2:34][NH:33][CH2:32][CH2:31]4)=[O:28])[C:18]=3[N:19]=[C:20]([CH3:22])[N:21]=2)[CH2:4][CH2:3]1.[C:36](Cl)(=[O:38])[CH3:37], predict the reaction product. The product is: [C:36]([N:33]1[CH2:32][CH2:31][CH:30]([NH:29][C:27]([C:23]2[C:18]3[N:19]=[C:20]([CH3:22])[N:21]=[C:16]([C:8]4[CH:9]=[C:10]([F:15])[C:11]([O:13][CH3:14])=[CH:12][C:7]=4[O:6][CH2:5][CH:2]4[CH2:4][CH2:3]4)[C:17]=3[NH:25][C:24]=2[CH3:26])=[O:28])[CH2:35][CH2:34]1)(=[O:38])[CH3:37].